From a dataset of Catalyst prediction with 721,799 reactions and 888 catalyst types from USPTO. Predict which catalyst facilitates the given reaction. (1) Reactant: [Br:1][C:2]1[CH:7]=[CH:6][C:5]([C:8]2[N:9]=[C:10]([C:13](OCC)=[O:14])[NH:11][CH:12]=2)=[CH:4][CH:3]=1.COCCO[AlH2-]OCCOC.[Na+]. Product: [Br:1][C:2]1[CH:3]=[CH:4][C:5]([C:8]2[N:9]=[C:10]([CH2:13][OH:14])[NH:11][CH:12]=2)=[CH:6][CH:7]=1. The catalyst class is: 1. (2) The catalyst class is: 24. Reactant: [F:1][C:2]([F:19])([C:8]1[CH:13]=[CH:12][CH:11]=[C:10]([O:14][CH2:15][CH2:16][O:17][CH3:18])[CH:9]=1)[C:3]([O:5]CC)=[O:4].O1CCCC1.O.[OH-].[Li+]. Product: [F:1][C:2]([F:19])([C:8]1[CH:13]=[CH:12][CH:11]=[C:10]([O:14][CH2:15][CH2:16][O:17][CH3:18])[CH:9]=1)[C:3]([OH:5])=[O:4].